From a dataset of Forward reaction prediction with 1.9M reactions from USPTO patents (1976-2016). Predict the product of the given reaction. (1) Given the reactants [OH:1][C@@H:2]([C@H:4]1[C:24](=[O:25])[N:6]2[C@@H:7]([C:11]([O:13][CH2:14][C:15]3[CH:20]=[CH:19][C:18]([N+:21]([O-:23])=[O:22])=[CH:17][CH:16]=3)=[O:12])[C:8](=O)[CH2:9][C@H:5]12)[CH3:3].[Si:26]([O:33][CH2:34][C:35]1[N:36]2[CH:55]=[N:54][C:53]([S:56][CH3:57])=[C:37]2[S:38][C:39]=1[Sn](CCCC)(CCCC)CCCC)([C:29]([CH3:32])([CH3:31])[CH3:30])([CH3:28])[CH3:27], predict the reaction product. The product is: [Si:26]([O:33][CH2:34][C:35]1[N:36]2[CH:55]=[N:54][C:53]([S:56][CH3:57])=[C:37]2[S:38][C:39]=1[C:8]1[CH2:9][C@@H:5]2[C@@H:4]([C@H:2]([OH:1])[CH3:3])[C:24](=[O:25])[N:6]2[C:7]=1[C:11]([O:13][CH2:14][C:15]1[CH:16]=[CH:17][C:18]([N+:21]([O-:23])=[O:22])=[CH:19][CH:20]=1)=[O:12])([C:29]([CH3:32])([CH3:31])[CH3:30])([CH3:28])[CH3:27]. (2) Given the reactants [SH:1][CH2:2][C:3]([O:5][CH2:6][CH3:7])=[O:4].C(N(CC)CC)C.Cl[C:16]1[CH:21]=[CH:20][N:19]=[CH:18][C:17]=1[C:22](=O)[CH3:23], predict the reaction product. The product is: [CH3:23][C:22]1[C:17]2[CH:18]=[N:19][CH:20]=[CH:21][C:16]=2[S:1][C:2]=1[C:3]([O:5][CH2:6][CH3:7])=[O:4]. (3) Given the reactants [CH3:1][O:2][C:3]([C:5]1[N:6]=[CH:7][N:8]([C:10]2[CH:15]=[C:14]([C:16]([O:18][CH3:19])=[O:17])[C:13]([N+:20]([O-])=O)=[CH:12][C:11]=2[C:23]([F:26])([F:25])[F:24])[CH:9]=1)=[O:4], predict the reaction product. The product is: [CH3:1][O:2][C:3]([C:5]1[N:6]=[CH:7][N:8]([C:10]2[CH:15]=[C:14]([C:16]([O:18][CH3:19])=[O:17])[C:13]([NH2:20])=[CH:12][C:11]=2[C:23]([F:25])([F:26])[F:24])[CH:9]=1)=[O:4]. (4) Given the reactants [F:1][C:2]1[CH:10]=[CH:9][CH:8]=[C:7]([F:11])[C:3]=1[C:4](Cl)=[O:5].[F:12][C:13]1([F:30])[O:17][C:16]2[CH:18]=[C:19]([CH3:29])[C:20]([C:22]3[N:23]=[CH:24][C:25]([NH2:28])=[N:26][CH:27]=3)=[CH:21][C:15]=2[O:14]1.CCN(C(C)C)C(C)C, predict the reaction product. The product is: [F:30][C:13]1([F:12])[O:17][C:16]2[CH:18]=[C:19]([CH3:29])[C:20]([C:22]3[N:23]=[CH:24][C:25]([NH:28][C:4](=[O:5])[C:3]4[C:2]([F:1])=[CH:10][CH:9]=[CH:8][C:7]=4[F:11])=[N:26][CH:27]=3)=[CH:21][C:15]=2[O:14]1. (5) Given the reactants Br[CH:2]1[C:24](=[O:25])[C:6]2[C:7]([C:16]3[CH:21]=[CH:20][C:19]([O:22][CH3:23])=[CH:18][CH:17]=3)=[C:8]([C:10]3[CH:15]=[CH:14][CH:13]=[CH:12][CH:11]=3)[O:9][C:5]=2[CH2:4][CH2:3]1.C(N(CC)CC)C.Cl, predict the reaction product. The product is: [CH3:23][O:22][C:19]1[CH:18]=[CH:17][C:16]([C:7]2[C:6]3=[C:24]([OH:25])[CH:2]=[CH:3][CH:4]=[C:5]3[O:9][C:8]=2[C:10]2[CH:15]=[CH:14][CH:13]=[CH:12][CH:11]=2)=[CH:21][CH:20]=1. (6) Given the reactants C(N(CC)CC)C.[CH3:8][C@:9]12[C:15]([CH3:17])([CH3:16])[C@H:12]([CH2:13][CH2:14]1)[CH:11]([C:18](Cl)=[O:19])[C:10]2=[O:21].[C:22]([O:26][C:27]([NH:29][NH:30][C:31]1[CH:36]=[CH:35][C:34]([F:37])=[CH:33][C:32]=1[Cl:38])=[O:28])([CH3:25])([CH3:24])[CH3:23].O, predict the reaction product. The product is: [C:22]([O:26][C:27]([NH:29][N:30]([C:31]1[CH:36]=[CH:35][C:34]([F:37])=[CH:33][C:32]=1[Cl:38])[C:18]([CH:11]1[C:10](=[O:21])[C@@:9]2([CH3:8])[C:15]([CH3:17])([CH3:16])[C@@H:12]1[CH2:13][CH2:14]2)=[O:19])=[O:28])([CH3:25])([CH3:23])[CH3:24]. (7) Given the reactants [CH3:1][C:2]1[N:6]=[C:5]([C:7]2[CH:29]=[CH:28][CH:27]=[CH:26][C:8]=2[C:9]([N:11]2[C@H:18]3[C@H:13]([CH2:14][CH2:15][N:16](C(OC(C)(C)C)=O)[CH2:17]3)[CH2:12]2)=[O:10])[O:4][N:3]=1.C(O)(C(F)(F)F)=O, predict the reaction product. The product is: [C@H:18]12[N:11]([C:9]([C:8]3[CH:26]=[CH:27][CH:28]=[CH:29][C:7]=3[C:5]3[O:4][N:3]=[C:2]([CH3:1])[N:6]=3)=[O:10])[CH2:12][C@H:13]1[CH2:14][CH2:15][NH:16][CH2:17]2.